From a dataset of Forward reaction prediction with 1.9M reactions from USPTO patents (1976-2016). Predict the product of the given reaction. Given the reactants CN1CCOCC1.[C:8]([O:12][C:13]([N:15]1[CH2:19][CH2:18][CH2:17][CH:16]1[C:20](O)=[O:21])=[O:14])([CH3:11])([CH3:10])[CH3:9].ClC(OCC(C)C)=O.[BH4-].[Na+], predict the reaction product. The product is: [C:8]([O:12][C:13]([N:15]1[CH2:19][CH2:18][CH2:17][C@@H:16]1[CH2:20][OH:21])=[O:14])([CH3:11])([CH3:10])[CH3:9].